This data is from Full USPTO retrosynthesis dataset with 1.9M reactions from patents (1976-2016). The task is: Predict the reactants needed to synthesize the given product. (1) Given the product [CH3:1][C:2]1[CH:7]=[C:6]([CH3:8])[NH:5][C:4](=[O:9])[C:3]=1[CH2:10][NH:11][C:12]([C:14]1[C:15]2[CH:34]=[N:33][N:32]([CH:35]([CH3:37])[CH3:36])[C:16]=2[N:17]=[C:18]([C:20]2[CH2:21][CH2:22][N:23]([CH:26]3[CH2:27][CH2:28][N:29]([CH2:39][CH2:38][S:40]([CH3:43])(=[O:42])=[O:41])[CH2:30][CH2:31]3)[CH2:24][CH:25]=2)[CH:19]=1)=[O:13], predict the reactants needed to synthesize it. The reactants are: [CH3:1][C:2]1[CH:7]=[C:6]([CH3:8])[NH:5][C:4](=[O:9])[C:3]=1[CH2:10][NH:11][C:12]([C:14]1[C:15]2[CH:34]=[N:33][N:32]([CH:35]([CH3:37])[CH3:36])[C:16]=2[N:17]=[C:18]([C:20]2[CH2:21][CH2:22][N:23]([CH:26]3[CH2:31][CH2:30][NH:29][CH2:28][CH2:27]3)[CH2:24][CH:25]=2)[CH:19]=1)=[O:13].[CH:38]([S:40]([CH3:43])(=[O:42])=[O:41])=[CH2:39]. (2) Given the product [CH3:1][C:2]1[CH:24]=[CH:23][CH:22]=[C:21]([CH3:25])[C:3]=1[CH2:4][S:5][C:6]1[CH:7]=[CH:8][C:9]([C:12](=[O:20])[CH2:13][CH2:14][C:15]([OH:17])=[O:16])=[CH:10][CH:11]=1, predict the reactants needed to synthesize it. The reactants are: [CH3:1][C:2]1[CH:24]=[CH:23][CH:22]=[C:21]([CH3:25])[C:3]=1[CH2:4][S:5][C:6]1[CH:11]=[CH:10][C:9]([C:12](=[O:20])[CH2:13][CH2:14][C:15]([O:17]CC)=[O:16])=[CH:8][CH:7]=1.[OH-].[Na+].Cl.